Predict which catalyst facilitates the given reaction. From a dataset of Catalyst prediction with 721,799 reactions and 888 catalyst types from USPTO. Reactant: C([O:3][C:4](=[O:30])[CH2:5][C:6]1[CH:11]=[CH:10][C:9]([O:12][CH3:13])=[C:8]([C:14]2[C:19]([CH2:20][N:21]([C:24]([CH:26]3[CH2:28][CH2:27]3)=[O:25])[CH2:22][CH3:23])=[CH:18][C:17]([CH3:29])=[CH:16][N:15]=2)[CH:7]=1)C.[Li+].[OH-].CO. Product: [CH:26]1([C:24]([N:21]([CH2:20][C:19]2[C:14]([C:8]3[CH:7]=[C:6]([CH2:5][C:4]([OH:30])=[O:3])[CH:11]=[CH:10][C:9]=3[O:12][CH3:13])=[N:15][CH:16]=[C:17]([CH3:29])[CH:18]=2)[CH2:22][CH3:23])=[O:25])[CH2:27][CH2:28]1. The catalyst class is: 1.